Dataset: Forward reaction prediction with 1.9M reactions from USPTO patents (1976-2016). Task: Predict the product of the given reaction. (1) Given the reactants [NH2:1][C:2]1[CH:3]=[C:4]([CH:25]=[CH:26][CH:27]=1)[O:5][C:6]1[CH:14]=[C:13]([F:15])[CH:12]=[C:11]([NH:16][C:17]2[CH:22]=[CH:21][C:20]([I:23])=[CH:19][C:18]=2[F:24])[C:7]=1[C:8]([NH2:10])=[O:9].N1C=CC=CC=1.[CH3:34][S:35](Cl)(=[O:37])=[O:36], predict the reaction product. The product is: [F:15][C:13]1[CH:14]=[C:6]([O:5][C:4]2[CH:25]=[CH:26][CH:27]=[C:2]([NH:1][S:35]([CH3:34])(=[O:37])=[O:36])[CH:3]=2)[C:7]([C:8]([NH2:10])=[O:9])=[C:11]([NH:16][C:17]2[CH:22]=[CH:21][C:20]([I:23])=[CH:19][C:18]=2[F:24])[CH:12]=1. (2) The product is: [Cl:14][C:4]1[C:3]([C:1]#[N:2])=[C:7]([CH3:8])[NH:6][C:5]=1[C:9]([O:11][CH2:12][CH3:13])=[O:10]. Given the reactants [C:1]([C:3]1[CH:4]=[C:5]([C:9]([O:11][CH2:12][CH3:13])=[O:10])[NH:6][C:7]=1[CH3:8])#[N:2].[Cl:14]N1C(=O)CCC1=O, predict the reaction product.